Dataset: Reaction yield outcomes from USPTO patents with 853,638 reactions. Task: Predict the reaction yield, written as a fraction of the theoretical maximum amount of product (1.0 means a 100% yield; for example, 0.34 means a 34% yield). The reactants are CC(C)([O-])C.[K+].[C:7]([O:11][CH3:12])(=[O:10])[CH2:8][CH3:9].[N:13]1[CH:18]=[CH:17][N:16]=[CH:15][C:14]=1[C:19](OC)=[O:20].[Cl-].[NH4+]. The catalyst is O1CCCC1.O. The product is [CH3:9][CH:8]([C:19]([C:14]1[CH:15]=[N:16][CH:17]=[CH:18][N:13]=1)=[O:20])[C:7]([O:11][CH3:12])=[O:10]. The yield is 0.890.